The task is: Predict the reactants needed to synthesize the given product.. This data is from Full USPTO retrosynthesis dataset with 1.9M reactions from patents (1976-2016). (1) Given the product [NH:1]1[C:9]2[C:4](=[CH:5][CH:6]=[CH:7][C:8]=2[CH2:10][N:13]([CH3:12])[CH:14]2[C:23]3[N:22]=[CH:21][CH:20]=[CH:19][C:18]=3[CH2:17][CH2:16][CH2:15]2)[CH:3]=[CH:2]1, predict the reactants needed to synthesize it. The reactants are: [NH:1]1[C:9]2[C:4](=[CH:5][CH:6]=[CH:7][C:8]=2[CH:10]=O)[CH:3]=[CH:2]1.[CH3:12][NH:13][CH:14]1[C:23]2[N:22]=[CH:21][CH:20]=[CH:19][C:18]=2[CH2:17][CH2:16][CH2:15]1.C(O[BH-](OC(=O)C)OC(=O)C)(=O)C.[Na+].C(=O)(O)[O-].[Na+]. (2) Given the product [NH2:11][C:7]1[CH:6]=[C:5]2[C:10](=[CH:9][CH:8]=1)[N:2]([CH3:1])[C:3](=[O:16])[C:4]12[CH2:14][CH2:15]1, predict the reactants needed to synthesize it. The reactants are: [CH3:1][N:2]1[C:10]2[C:5](=[CH:6][C:7]([N+:11]([O-])=O)=[CH:8][CH:9]=2)[C:4]2([CH2:15][CH2:14]2)[C:3]1=[O:16].O.O.Cl[Sn]Cl. (3) Given the product [F:8][C:4]1[CH:5]=[CH:6][CH:7]=[C:2]([B:9]2[O:13][C:12]([CH3:15])([CH3:14])[C:11]([CH3:17])([CH3:16])[O:10]2)[N:3]=1, predict the reactants needed to synthesize it. The reactants are: Br[C:2]1[CH:7]=[CH:6][CH:5]=[C:4]([F:8])[N:3]=1.[B:9]1([B:9]2[O:13][C:12]([CH3:15])([CH3:14])[C:11]([CH3:17])([CH3:16])[O:10]2)[O:13][C:12]([CH3:15])([CH3:14])[C:11]([CH3:17])([CH3:16])[O:10]1.C([O-])(=O)C.[K+].O1CCOCC1. (4) The reactants are: N1C=CC=CC=1.Cl[C:8]1[CH:16]=[CH:15][C:11](C(Cl)=O)=[CH:10][C:9]=1[N+:17]([O-:19])=[O:18].NC1C=CC=CC=1.Cl. Given the product [N+:17]([C:9]1[CH:10]=[CH:11][CH:15]=[CH:16][CH:8]=1)([O-:19])=[O:18], predict the reactants needed to synthesize it.